This data is from Full USPTO retrosynthesis dataset with 1.9M reactions from patents (1976-2016). The task is: Predict the reactants needed to synthesize the given product. (1) The reactants are: [C:1]([CH2:4][C@H:5]1[CH2:16][CH2:15][C:14]2[S:13][C:12]3[N:11]=[CH:10][N:9]=[C:8]([O:17][CH:18]4[CH2:23][CH2:22][C:21]([N:25](C)[C:26](=O)OC(C)(C)C)([CH3:24])[CH2:20][CH2:19]4)[C:7]=3[C:6]1=2)(=[O:3])[NH2:2].Cl. Given the product [CH3:24][C:21]1([NH:25][CH3:26])[CH2:22][CH2:23][CH:18]([O:17][C:8]2[C:7]3[C:6]4[C@@H:5]([CH2:4][C:1]([NH2:2])=[O:3])[CH2:16][CH2:15][C:14]=4[S:13][C:12]=3[N:11]=[CH:10][N:9]=2)[CH2:19][CH2:20]1, predict the reactants needed to synthesize it. (2) The reactants are: [Si:1]([O:8][CH2:9][CH2:10][N:11]1[C:15](=[O:16])[C:14]2[CH:17]=[C:18]([C:20]3[CH:25]=[CH:24][N:23]=[C:22](Cl)[N:21]=3)[S:19][C:13]=2[C:12]1([CH3:28])[CH3:27])([C:4]([CH3:7])([CH3:6])[CH3:5])([CH3:3])[CH3:2].[CH3:29][N:30]1[C:34]([NH2:35])=[CH:33][CH:32]=[N:31]1.C(=O)([O-])[O-].[Cs+].[Cs+].C1(P(C2C=CC=CC=2)C2C3OC4C(=CC=CC=4P(C4C=CC=CC=4)C4C=CC=CC=4)C(C)(C)C=3C=CC=2)C=CC=CC=1. Given the product [Si:1]([O:8][CH2:9][CH2:10][N:11]1[C:15](=[O:16])[C:14]2[CH:17]=[C:18]([C:20]3[CH:25]=[CH:24][N:23]=[C:22]([NH:35][C:34]4[N:30]([CH3:29])[N:31]=[CH:32][CH:33]=4)[N:21]=3)[S:19][C:13]=2[C:12]1([CH3:28])[CH3:27])([C:4]([CH3:7])([CH3:6])[CH3:5])([CH3:3])[CH3:2], predict the reactants needed to synthesize it. (3) The reactants are: [C:1]([O:5][C:6]([N:8]1[CH2:13][CH2:12][CH:11]([NH:14][C:15]2[O:16][C:17]3[CH:23]=[CH:22][C:21]([OH:24])=[CH:20][C:18]=3[N:19]=2)[CH2:10][CH2:9]1)=[O:7])([CH3:4])([CH3:3])[CH3:2].[CH3:25][S:26][CH2:27][CH2:28][CH2:29]O.C1(P(C2C=CC=CC=2)C2C=CC=CC=2)C=CC=CC=1.N(C(OC(C)(C)C)=O)=NC(OC(C)(C)C)=O. Given the product [C:1]([O:5][C:6]([N:8]1[CH2:13][CH2:12][CH:11]([NH:14][C:15]2[O:16][C:17]3[CH:23]=[CH:22][C:21]([O:24][CH2:29][CH2:28][CH2:27][S:26][CH3:25])=[CH:20][C:18]=3[N:19]=2)[CH2:10][CH2:9]1)=[O:7])([CH3:4])([CH3:2])[CH3:3], predict the reactants needed to synthesize it. (4) Given the product [NH:8]1[CH2:9][CH2:10][CH:11]([O:14][C:15]2[N:16]=[CH:17][C:18]([C:21]3[CH:26]=[CH:25][C:24]([C:27]#[N:28])=[CH:23][CH:22]=3)=[CH:19][N:20]=2)[CH2:12][CH2:13]1, predict the reactants needed to synthesize it. The reactants are: C(OC([N:8]1[CH2:13][CH2:12][CH:11]([O:14][C:15]2[N:20]=[CH:19][C:18]([C:21]3[CH:26]=[CH:25][C:24]([C:27]#[N:28])=[CH:23][CH:22]=3)=[CH:17][N:16]=2)[CH2:10][CH2:9]1)=O)(C)(C)C.FC(F)(F)C(O)=O. (5) Given the product [Cl:1][C:2]1[CH:29]=[CH:28][C:5]2[N:6]=[C:7]([N:9]3[CH2:14][CH2:13][CH:12]([CH2:15][CH2:16][O:17][C:18]4[CH:19]=[C:20]([CH2:25][C:26]([OH:32])=[O:30])[CH:21]=[CH:22][C:23]=4[CH3:24])[CH2:11][CH2:10]3)[S:8][C:4]=2[CH:3]=1, predict the reactants needed to synthesize it. The reactants are: [Cl:1][C:2]1[CH:29]=[CH:28][C:5]2[N:6]=[C:7]([N:9]3[CH2:14][CH2:13][CH:12]([CH2:15][CH2:16][O:17][C:18]4[CH:19]=[C:20]([CH2:25][C:26]#N)[CH:21]=[CH:22][C:23]=4[CH3:24])[CH2:11][CH2:10]3)[S:8][C:4]=2[CH:3]=1.[OH-:30].[Na+].[OH2:32]. (6) Given the product [NH2:1][C:2]1[N:3]=[C:4]([NH:11][C:12](=[O:19])[C:13]2[CH:14]=[CH:15][CH:16]=[CH:17][CH:18]=2)[S:5][C:6]=1[C:7]([OH:9])=[O:8], predict the reactants needed to synthesize it. The reactants are: [NH2:1][C:2]1[N:3]=[C:4]([NH:11][C:12](=[O:19])[C:13]2[CH:18]=[CH:17][CH:16]=[CH:15][CH:14]=2)[S:5][C:6]=1[C:7]([O:9]C)=[O:8].O.[OH-].[Li+].Cl.